Task: Predict the reactants needed to synthesize the given product.. Dataset: Retrosynthesis with 50K atom-mapped reactions and 10 reaction types from USPTO (1) The reactants are: CCC(CC)(c1ccc(OCC(=O)C(C)(C)C)c(C)c1)c1cc(C)cs1. Given the product CCC(CC)(c1ccc(OCC(O)C(C)(C)C)c(C)c1)c1cc(C)cs1, predict the reactants needed to synthesize it. (2) The reactants are: CCCc1cc(N2CCN(C)CC2)c2c(c1OC)CCN(C(=O)OC(C)(C)C)C2. Given the product CCCc1cc(N2CCN(C)CC2)c2c(c1OC)CCNC2, predict the reactants needed to synthesize it. (3) Given the product O=C(O)[C@@H]1CCCN1C(=O)OCc1ccccc1, predict the reactants needed to synthesize it. The reactants are: CC(Cl)OC(=O)OCc1ccccc1.O=C(O)[C@@H]1CCCN1. (4) The reactants are: COC(=O)C1(N2Cc3ccc(-c4ccc(N)cc4)cc3C2=O)CCC1.O=C(Cl)c1ccc(Cl)cc1. Given the product COC(=O)C1(N2Cc3ccc(-c4ccc(NC(=O)c5ccc(Cl)cc5)cc4)cc3C2=O)CCC1, predict the reactants needed to synthesize it.